From a dataset of Reaction yield outcomes from USPTO patents with 853,638 reactions. Predict the reaction yield, written as a fraction of the theoretical maximum amount of product (1.0 means a 100% yield; for example, 0.34 means a 34% yield). (1) The reactants are [Br:1][C:2]1[CH:10]=[CH:9][C:5]([C:6]([OH:8])=[O:7])=[C:4]([CH3:11])[CH:3]=1.S(=O)(=O)(O)O.[CH3:17]O. No catalyst specified. The product is [Br:1][C:2]1[CH:10]=[CH:9][C:5]([C:6]([O:8][CH3:17])=[O:7])=[C:4]([CH3:11])[CH:3]=1. The yield is 0.780. (2) The reactants are CN(C(ON1N=NC2C=CC=NC1=2)=[N+](C)C)C.F[P-](F)(F)(F)(F)F.[Cl:25][C:26]1[CH:30]=[C:29]([CH:31]=[O:32])[NH:28][C:27]=1[C:33]([OH:35])=O.[NH2:36][CH2:37][C:38]1[C:39]([F:55])=[C:40]([O:45][C:46]2[CH:47]=[C:48]([CH:51]=[C:52]([Cl:54])[CH:53]=2)[C:49]#[N:50])[C:41]([Cl:44])=[CH:42][CH:43]=1.CCN(C(C)C)C(C)C. The catalyst is CN(C=O)C. The product is [Cl:25][C:26]1[CH:30]=[C:29]([CH:31]=[O:32])[NH:28][C:27]=1[C:33]([NH:36][CH2:37][C:38]1[CH:43]=[CH:42][C:41]([Cl:44])=[C:40]([O:45][C:46]2[CH:47]=[C:48]([C:49]#[N:50])[CH:51]=[C:52]([Cl:54])[CH:53]=2)[C:39]=1[F:55])=[O:35]. The yield is 0.150.